Dataset: HIV replication inhibition screening data with 41,000+ compounds from the AIDS Antiviral Screen. Task: Binary Classification. Given a drug SMILES string, predict its activity (active/inactive) in a high-throughput screening assay against a specified biological target. (1) The drug is COC(=O)C=CC1CC(CCCOc2ccccc2)OC(c2ccccc2)O1. The result is 0 (inactive). (2) The compound is COc1ccc(C2C(=N)NCC2c2ccccn2)cc1. The result is 0 (inactive). (3) The drug is CC1C2CCC3C4CC=C5CC(N(C)C)CCC5(C)C4CCC32CN1C. The result is 0 (inactive). (4) The compound is CC(=O)OC1CC(C)C2(CC(c3ccoc3)OC2=O)C2CCC(O)C3(CO3)C12CO. The result is 0 (inactive). (5) The drug is COc1cc2c(cc1OC)C(=O)C(=Cc1ccccc1)CC2. The result is 0 (inactive).